This data is from Forward reaction prediction with 1.9M reactions from USPTO patents (1976-2016). The task is: Predict the product of the given reaction. (1) Given the reactants Br[C:2]1[CH:7]=[CH:6][C:5]([S:8]([CH2:11][CH3:12])(=[O:10])=[O:9])=[CH:4][C:3]=1[F:13].[CH2:14]([O:21][C:22]1[CH:27]=[CH:26][C:25]([Cl:28])=[CH:24][C:23]=1B(O)O)[C:15]1[CH:20]=[CH:19][CH:18]=[CH:17][CH:16]=1, predict the reaction product. The product is: [Cl:28][C:25]1[CH:26]=[CH:27][C:22]([O:21][CH2:14][C:15]2[CH:16]=[CH:17][CH:18]=[CH:19][CH:20]=2)=[C:23]([C:2]2[CH:7]=[CH:6][C:5]([S:8]([CH2:11][CH3:12])(=[O:10])=[O:9])=[CH:4][C:3]=2[F:13])[CH:24]=1. (2) Given the reactants [F:1][C:2]1[CH:7]=[CH:6][C:5]([C:8]2[O:12][N:11]=[C:10]([C:13]([OH:15])=O)[CH:9]=2)=[CH:4][CH:3]=1.[O:16]1[CH2:21][CH2:20][N:19]([CH2:22][CH2:23][NH2:24])[CH2:18][CH2:17]1.N1C=CC=CC=1.O=P(Cl)(Cl)Cl, predict the reaction product. The product is: [F:1][C:2]1[CH:3]=[CH:4][C:5]([C:8]2[O:12][N:11]=[C:10]([C:13]([NH:24][CH2:23][CH2:22][N:19]3[CH2:20][CH2:21][O:16][CH2:17][CH2:18]3)=[O:15])[CH:9]=2)=[CH:6][CH:7]=1. (3) The product is: [CH2:56]([NH:55][C:54](=[O:58])[C@@H:46]1[C:47]([CH3:53])([CH3:52])[C:48]([F:51])([F:50])[CH2:49][N:45]1[C:43](=[O:44])[C@@H:19]([OH:18])[C@@H:20]([NH:28][C:29](=[O:30])[C:31]1[CH:36]=[C:35]([CH3:37])[CH:34]=[C:33]([OH:38])[C:32]=1[CH3:42])[CH2:21][C:22]1[CH:27]=[CH:26][CH:25]=[CH:24][CH:23]=1)[CH3:57]. Given the reactants CO.C([O-])([O-])=O.[K+].[K+].C(OC)(C)(C)C.C([O:18][C@H:19]([C:43]([N:45]1[CH2:49][C:48]([F:51])([F:50])[C:47]([CH3:53])([CH3:52])[C@H:46]1[C:54](=[O:58])[NH:55][CH2:56][CH3:57])=[O:44])[C@@H:20]([NH:28][C:29]([C:31]1[C:32]([CH3:42])=[C:33]([O:38]C(=O)C)[CH:34]=[C:35]([CH3:37])[CH:36]=1)=[O:30])[CH2:21][C:22]1[CH:27]=[CH:26][CH:25]=[CH:24][CH:23]=1)(=O)C, predict the reaction product. (4) Given the reactants [Br:1][C:2]1[CH:3]=[C:4]([C:9]([O:11][CH3:12])=[O:10])[CH:5]=[N:6][C:7]=1[OH:8].O[CH:14]1[CH2:19][CH2:18][N:17]([C:20]([O:22][C:23]([CH3:26])([CH3:25])[CH3:24])=[O:21])[CH2:16][CH2:15]1.C1(P(C2C=CC=CC=2)C2C=CC=CC=2)C=CC=CC=1.N(C(OCC)=O)=NC(OCC)=O, predict the reaction product. The product is: [Br:1][C:2]1[CH:3]=[C:4]([C:9]([O:11][CH3:12])=[O:10])[CH:5]=[N:6][C:7]=1[O:8][CH:14]1[CH2:19][CH2:18][N:17]([C:20]([O:22][C:23]([CH3:26])([CH3:25])[CH3:24])=[O:21])[CH2:16][CH2:15]1.